Dataset: Catalyst prediction with 721,799 reactions and 888 catalyst types from USPTO. Task: Predict which catalyst facilitates the given reaction. (1) Reactant: [CH3:1][CH:2]([CH3:8])[C:3](=[O:7])[CH2:4][C:5]#[N:6].[OH-].[Na+].S(O)(O)(=O)=O.[NH2:16]O.Cl. Product: [CH:2]([C:3]1[O:7][N:6]=[C:5]([NH2:16])[CH:4]=1)([CH3:8])[CH3:1]. The catalyst class is: 161. (2) Reactant: [Br:1][C:2]1[C:7]([CH3:8])=[CH:6][N+:5]([O-])=[CH:4][C:3]=1[CH3:10].C1(P(C2C=CC=CC=2)C2C=CC=CC=2)C=CC=CC=1.C1(C)C=CC=CC=1. Product: [Br:1][C:2]1[C:7]([CH3:8])=[CH:6][N:5]=[CH:4][C:3]=1[CH3:10]. The catalyst class is: 13.